Predict the reactants needed to synthesize the given product. From a dataset of Full USPTO retrosynthesis dataset with 1.9M reactions from patents (1976-2016). (1) The reactants are: I.[Cl:2][C:3]1[C:4]2[C:5]3[C:6](=[C:20]([CH3:23])[O:21][N:22]=3)[C:7](=[O:19])[N:8]([CH:13]3[CH2:18][CH2:17][CH2:16][NH:15][CH2:14]3)[C:9]=2[CH:10]=[CH:11][CH:12]=1.[OH:24][C@H:25]([C:30]1[CH:35]=[CH:34][CH:33]=[CH:32][CH:31]=1)[CH2:26][C:27](O)=[O:28].Cl.CN(C)CCCN=C=NCC.ON1C2N=CC=CC=2N=N1.C(N(CC)CC)C. Given the product [Cl:2][C:3]1[C:4]2[C:5]3[C:6](=[C:20]([CH3:23])[O:21][N:22]=3)[C:7](=[O:19])[N:8]([CH:13]3[CH2:18][CH2:17][CH2:16][N:15]([C:27](=[O:28])[CH2:26][CH:25]([OH:24])[C:30]4[CH:31]=[CH:32][CH:33]=[CH:34][CH:35]=4)[CH2:14]3)[C:9]=2[CH:10]=[CH:11][CH:12]=1, predict the reactants needed to synthesize it. (2) Given the product [CH3:25][O:26][C:27](=[O:30])[CH2:28][NH:29][C:15]([C:13]1[N:14]=[C:10]([NH:9][C:8]([N:7]([CH:19]2[CH2:24][CH2:23][CH2:22][CH2:21][CH2:20]2)[CH:1]2[CH2:6][CH2:5][CH2:4][CH2:3][CH2:2]2)=[O:18])[S:11][CH:12]=1)=[O:16], predict the reactants needed to synthesize it. The reactants are: [CH:1]1([N:7]([CH:19]2[CH2:24][CH2:23][CH2:22][CH2:21][CH2:20]2)[C:8](=[O:18])[NH:9][C:10]2[S:11][CH:12]=[C:13]([C:15](O)=[O:16])[N:14]=2)[CH2:6][CH2:5][CH2:4][CH2:3][CH2:2]1.[CH3:25][O:26][C:27](=[O:30])[CH2:28][NH2:29]. (3) Given the product [Cl:1][C:2]1[C:3]([CH:14]([S:23]([C:26]2[CH:27]=[CH:28][C:29]([Cl:32])=[CH:30][CH:31]=2)(=[O:25])=[O:24])[C:15]2[CH:20]=[C:19]([F:21])[CH:18]=[CH:17][C:16]=2[F:22])=[CH:4][C:5]([CH2:8][CH2:9][C:10]([O:12][CH3:13])=[O:11])=[N:6][CH:7]=1, predict the reactants needed to synthesize it. The reactants are: [Cl:1][C:2]1[C:3]([CH:14]([S:23]([C:26]2[CH:31]=[CH:30][C:29]([Cl:32])=[CH:28][CH:27]=2)(=[O:25])=[O:24])[C:15]2[CH:20]=[C:19]([F:21])[CH:18]=[CH:17][C:16]=2[F:22])=[CH:4][C:5](/[CH:8]=[CH:9]/[C:10]([O:12][CH3:13])=[O:11])=[N:6][CH:7]=1.